This data is from Forward reaction prediction with 1.9M reactions from USPTO patents (1976-2016). The task is: Predict the product of the given reaction. Given the reactants [CH3:1][C:2]1[O:3][C:4]([CH3:10])=[CH:5][C:6]=1[C:7](Cl)=[O:8].[BH4-].[Na+].Cl.O, predict the reaction product. The product is: [CH3:1][C:2]1[O:3][C:4]([CH3:10])=[CH:5][C:6]=1[CH2:7][OH:8].